From a dataset of Catalyst prediction with 721,799 reactions and 888 catalyst types from USPTO. Predict which catalyst facilitates the given reaction. (1) Reactant: [S-:1][C:2]#[N:3].[K+].[C:5]([O:9][C:10](=[O:28])[NH:11][C:12]1[CH:17]=[C:16]([O:18][C:19]2[CH:24]=[CH:23][C:22]([NH2:25])=[CH:21][N:20]=2)[C:15]([Cl:26])=[CH:14][C:13]=1[F:27])([CH3:8])([CH3:7])[CH3:6].BrBr. Product: [C:5]([O:9][C:10](=[O:28])[NH:11][C:12]1[CH:17]=[C:16]([O:18][C:19]2[N:20]=[C:21]3[S:1][C:2]([NH2:3])=[N:25][C:22]3=[CH:23][CH:24]=2)[C:15]([Cl:26])=[CH:14][C:13]=1[F:27])([CH3:8])([CH3:6])[CH3:7]. The catalyst class is: 15. (2) Reactant: [CH2:1]([O:3][C:4]1[CH:9]=[CH:8][C:7]([CH2:10][C:11]([NH:13][C:14]2[CH:15]=[C:16]([C:24]([N:26]([CH2:29][CH3:30])[CH2:27][CH3:28])=[O:25])[CH:17]=[N:18][C:19]=2[NH:20]CC=C)=[O:12])=[CH:6][CH:5]=1)[CH3:2].C(O)(=O)C.C1([SiH3])C=CC=CC=1. Product: [NH2:20][C:19]1[N:18]=[CH:17][C:16]([C:24]([N:26]([CH2:27][CH3:28])[CH2:29][CH3:30])=[O:25])=[CH:15][C:14]=1[NH:13][C:11](=[O:12])[CH2:10][C:7]1[CH:8]=[CH:9][C:4]([O:3][CH2:1][CH3:2])=[CH:5][CH:6]=1. The catalyst class is: 668. (3) Reactant: [N:1]([C:4]1[CH:11]=[CH:10][C:7]([C:8]#[N:9])=[C:6]([C:12]([F:15])([F:14])[F:13])[CH:5]=1)=[C:2]=[S:3].[C:16]([C:18]1([NH:22][C:23]2[CH:28]=[CH:27][C:26]([CH2:29][CH2:30][CH2:31][C:32]([OH:34])=O)=[CH:25][CH:24]=2)[CH2:21][CH2:20][CH2:19]1)#N.[CH3:35][OH:36].Cl.CN(C=[O:42])C. Product: [CH3:35][O:36][C:32](=[O:34])[CH2:31][CH2:30][CH2:29][C:26]1[CH:27]=[CH:28][C:23]([N:22]2[C:2](=[S:3])[N:1]([C:4]3[CH:11]=[CH:10][C:7]([C:8]#[N:9])=[C:6]([C:12]([F:13])([F:15])[F:14])[CH:5]=3)[C:16](=[O:42])[C:18]32[CH2:21][CH2:20][CH2:19]3)=[CH:24][CH:25]=1. The catalyst class is: 6. (4) Reactant: [NH2:1][C:2]1[CH:12]=[CH:11][C:5]([C:6]([O:8][CH2:9][CH3:10])=[O:7])=[CH:4][C:3]=1[CH3:13].C([O-])(=O)C.[K+].C(OC(=O)C)(=O)C.C1OCCOCCOCCOCCOCCOC1.[N:44](OCCC(C)C)=O.C(=O)(O)[O-].[Na+].O.N. Product: [NH:1]1[C:2]2[C:3](=[CH:4][C:5]([C:6]([O:8][CH2:9][CH3:10])=[O:7])=[CH:11][CH:12]=2)[CH:13]=[N:44]1. The catalyst class is: 22. (5) Reactant: [CH3:1][O:2][C:3]1[CH:12]=[CH:11][CH:10]=[C:9]2[C:4]=1[CH:5]=[CH:6][C:7]([NH:13][C:14]1[S:15][C:16]([NH:24][C:25]([C:27]3[CH:31]=[CH:30][S:29][CH:28]=3)=[O:26])=[C:17]([C:19]([O:21]CC)=O)[N:18]=1)=[CH:8]2.[NH3:32].CO. Product: [CH3:1][O:2][C:3]1[CH:12]=[CH:11][CH:10]=[C:9]2[C:4]=1[CH:5]=[CH:6][C:7]([NH:13][C:14]1[S:15][C:16]([NH:24][C:25]([C:27]3[CH:31]=[CH:30][S:29][CH:28]=3)=[O:26])=[C:17]([C:19]([NH2:32])=[O:21])[N:18]=1)=[CH:8]2. The catalyst class is: 1.